Dataset: Forward reaction prediction with 1.9M reactions from USPTO patents (1976-2016). Task: Predict the product of the given reaction. (1) Given the reactants [CH3:1][O:2][C:3]1[CH:4]=[C:5]([NH:15][C:16]2[N:21]=[C:20]([CH:22]=O)[CH:19]=[C:18]([CH2:24][O:25][CH2:26][C:27]([F:30])([F:29])[F:28])[N:17]=2)[CH:6]=[CH:7][C:8]=1[N:9]1[CH:13]=[C:12]([CH3:14])[N:11]=[CH:10]1.[CH3:31][NH:32][CH3:33].C(O)(=O)C.C(O[BH-](OC(=O)C)OC(=O)C)(=O)C.[Na+], predict the reaction product. The product is: [CH3:31][N:32]([CH2:22][C:20]1[CH:19]=[C:18]([CH2:24][O:25][CH2:26][C:27]([F:30])([F:28])[F:29])[N:17]=[C:16]([NH:15][C:5]2[CH:6]=[CH:7][C:8]([N:9]3[CH:13]=[C:12]([CH3:14])[N:11]=[CH:10]3)=[C:3]([O:2][CH3:1])[CH:4]=2)[N:21]=1)[CH3:33]. (2) Given the reactants [CH2:1]([N:4]([C:8]([CH3:11])([CH3:10])[CH3:9])[C:5](=[O:7])[O-:6])[CH:2]=[CH2:3].Br[C:13]1[CH:14]=[C:15]2[C@@H:22]([NH2:23])[CH2:21][C:20]3([CH2:26][CH2:25][CH2:24]3)[O:19][C:16]2=[N:17][CH:18]=1.C([Li])(C)(C)C.[CH:32](=[O:37])[C:33]([CH3:36])([CH3:35])[CH3:34], predict the reaction product. The product is: [CH2:1]([N:4]([C:8]([CH3:11])([CH3:10])[CH3:9])[C:5](=[O:6])[O-:7])[CH:2]=[CH2:3].[OH:37][CH:32]([C:13]1[CH:14]=[C:15]2[C@@H:22]([NH2:23])[CH2:21][C:20]3([CH2:26][CH2:25][CH2:24]3)[O:19][C:16]2=[N:17][CH:18]=1)[C:33]([CH3:36])([CH3:35])[CH3:34]. (3) Given the reactants C([O-])([O-])=O.[Cs+].[Cs+].[Cl:7][C:8]1[CH:13]=[CH:12][C:11]([CH:14]2[CH2:19][CH2:18][N:17](C)[CH2:16][CH:15]2[C:21]([O:23][CH3:24])=[O:22])=[CH:10][CH:9]=1.CC(Cl)OC(Cl)=O.CCN(C(C)C)C(C)C.[C:49](O[C:49]([O:51][C:52]([CH3:55])([CH3:54])[CH3:53])=[O:50])([O:51][C:52]([CH3:55])([CH3:54])[CH3:53])=[O:50], predict the reaction product. The product is: [Cl:7][C:8]1[CH:13]=[CH:12][C:11]([CH:14]2[CH2:19][CH2:18][N:17]([C:49]([O:51][C:52]([CH3:53])([CH3:54])[CH3:55])=[O:50])[CH2:16][CH:15]2[C:21]([O:23][CH3:24])=[O:22])=[CH:10][CH:9]=1. (4) Given the reactants [C:1]([O:5][C:6](=[O:23])[NH:7][C:8]1[S:9][CH:10]=[CH:11][C@:12]([C:15]2[CH:20]=[CH:19][CH:18]=[C:17]([F:21])[C:16]=2[F:22])([CH3:14])[N:13]=1)([CH3:4])([CH3:3])[CH3:2].C[Si]([N-][Si](C)(C)C)(C)C.[Li+].[CH3:34][Si:35]([CH3:42])([CH3:41])[CH2:36][CH2:37][O:38][CH2:39]Cl, predict the reaction product. The product is: [C:1]([O:5][C:6](=[O:23])[N:7]([C:8]1[S:9][CH:10]=[CH:11][C@:12]([C:15]2[CH:20]=[CH:19][CH:18]=[C:17]([F:21])[C:16]=2[F:22])([CH3:14])[N:13]=1)[CH2:39][O:38][CH2:37][CH2:36][Si:35]([CH3:42])([CH3:41])[CH3:34])([CH3:2])([CH3:3])[CH3:4]. (5) The product is: [CH3:1][O:2][CH2:3][N:4]1[CH:8]=[C:7]([NH2:9])[N:6]=[N:5]1. Given the reactants [CH3:1][O:2][CH2:3][N:4]1[CH:8]=[C:7]([N+:9]([O-])=O)[N:6]=[N:5]1.[Cl-].[NH4+].CO, predict the reaction product.